This data is from Forward reaction prediction with 1.9M reactions from USPTO patents (1976-2016). The task is: Predict the product of the given reaction. (1) Given the reactants [CH3:1][O:2][C:3]([C:5]1[C:14]2[C:9](=[C:10]([N+:15]([O-])=O)[CH:11]=[CH:12][CH:13]=2)[N:8]=[CH:7][CH:6]=1)=[O:4].Cl[Sn]Cl, predict the reaction product. The product is: [CH3:1][O:2][C:3]([C:5]1[C:14]2[C:9](=[C:10]([NH2:15])[CH:11]=[CH:12][CH:13]=2)[N:8]=[CH:7][CH:6]=1)=[O:4]. (2) The product is: [Si:19]([O:10][CH2:9][C@H:6]1[O:5][C@@H:4]([N:11]2[CH:18]=[CH:17][C:15]([NH2:16])=[N:14][C:12]2=[O:13])[C@H:3]([O:2][CH3:1])[C@@H:7]1[OH:8])([C:22]([CH3:25])([CH3:24])[CH3:23])([CH3:21])[CH3:20]. Given the reactants [CH3:1][O:2][C@@H:3]1[C@H:7]([OH:8])[C@@H:6]([CH2:9][OH:10])[O:5][C@H:4]1[N:11]1[CH:18]=[CH:17][C:15]([NH2:16])=[N:14][C:12]1=[O:13].[Si:19](Cl)([C:22]([CH3:25])([CH3:24])[CH3:23])([CH3:21])[CH3:20], predict the reaction product. (3) Given the reactants [CH3:1][N:2]1[C:6]2=[CH:7][CH:8]=[C:9]3[C:14]([N:13]=[C:12](Cl)[N:11]=[C:10]3[CH:16]3[NH:21][CH2:20][CH2:19][O:18][CH2:17]3)=[C:5]2[CH:4]=[CH:3]1.C([O-])([O-])=O.[Na+].[Na+], predict the reaction product. The product is: [NH:2]1[C:6]2[C:5](=[C:14]([C:12]3[N:11]=[C:10]([CH:16]4[NH:21][CH2:20][CH2:19][O:18][CH2:17]4)[C:9]4[C:14](=[C:5]5[CH:4]=[CH:3][N:2]([CH3:1])[C:6]5=[CH:7][CH:8]=4)[N:13]=3)[CH:9]=[CH:8][CH:7]=2)[CH:4]=[CH:3]1. (4) Given the reactants [CH2:1]([C:3]1[CH:8]=[CH:7][C:6]([CH2:9][C:10]2[C:11](=[O:19])[NH:12][NH:13][C:14]=2[C:15]([F:18])([F:17])[F:16])=[CH:5][CH:4]=1)[CH3:2].[CH2:20]([C:22]1[CH:27]=[CH:26][C:25]([CH2:28][C:29]2[C:30]([O:38][C@@H:39]3[O:56][C@H:55]([CH2:57][O:58][C:59](=[O:61])[CH3:60])[C@@H:50]([O:51][C:52](=[O:54])[CH3:53])[C@H:45]([O:46][C:47](=[O:49])[CH3:48])[C@H:40]3[O:41][C:42](=[O:44])[CH3:43])=[N:31][NH:32][C:33]=2[C:34]([F:37])([F:36])[F:35])=[CH:24][CH:23]=1)[CH3:21], predict the reaction product. The product is: [CH2:20]([C:22]1[CH:27]=[CH:26][C:25]([CH2:28][C:29]2[C:30]([O:38][C@@H:39]3[O:56][C@H:55]([CH2:57][O:58][C:59](=[O:61])[CH3:60])[C@@H:50]([O:51][C:52](=[O:54])[CH3:53])[C@H:45]([O:46][C:47](=[O:49])[CH3:48])[C@H:40]3[O:41][C:42](=[O:44])[CH3:43])=[N:31][NH:32][C:33]=2[C:34]([F:37])([F:36])[F:35])=[CH:24][CH:23]=1)[CH3:21].[CH2:1]([C:3]1[CH:8]=[CH:7][C:6]([CH2:9][C:10]2[C:11]([O:19][C@@H:39]3[O:56][C@H:55]([CH2:57][OH:58])[C@@H:50]([OH:51])[C@H:45]([OH:46])[C@H:40]3[OH:41])=[N:12][NH:13][C:14]=2[C:15]([F:17])([F:18])[F:16])=[CH:5][CH:4]=1)[CH3:2]. (5) Given the reactants [NH:1]1[C:5]2=[N:6][CH:7]=[CH:8][CH:9]=[C:4]2[CH:3]=[CH:2]1.[Cl:10]C1C=CC=C(C(OO)=O)C=1.Cl.CS(Cl)(=O)=O.Cl.N1C2=[N+]([O-])C=CC=C2C=C1.C(=O)([O-])O.[Na+], predict the reaction product. The product is: [Cl:10][C:9]1[CH:8]=[CH:7][N:6]=[C:5]2[NH:1][CH:2]=[CH:3][C:4]=12. (6) Given the reactants Cl[C:2]1[N:7]=[C:6]([NH:8][C@H:9]([CH:13]([CH3:15])[CH3:14])[C:10]([NH2:12])=[O:11])[CH:5]=[N:4][C:3]=1[C:16]#[N:17].N[C:19]1[CH:20]=[N:21][C:22]2[C:27]([CH:28]=1)=[CH:26][CH:25]=[CH:24][CH:23]=2.C1C=CC(P(C2C(C3C(P(C4C=CC=CC=4)C4C=CC=CC=4)=CC=C4C=3C=CC=C4)=C3C(C=CC=C3)=CC=2)C2C=CC=CC=2)=CC=1.C([O-])([O-])=O.[K+].[K+], predict the reaction product. The product is: [C:16]([C:3]1[N:4]=[CH:5][C:6]([NH:8][C@H:9]([CH:13]([CH3:15])[CH3:14])[C:10]([NH2:12])=[O:11])=[N:7][C:2]=1[C:19]1[CH:20]=[N:21][C:22]2[C:27]([CH:28]=1)=[CH:26][CH:25]=[CH:24][CH:23]=2)#[N:17].